The task is: Predict the product of the given reaction.. This data is from Forward reaction prediction with 1.9M reactions from USPTO patents (1976-2016). (1) Given the reactants [OH2:1].[CH2:2]=[CH:3][C:4]1[CH:9]=[CH:8][CH:7]=[CH:6][CH:5]=1.N([C:12](C)([CH3:16])[C:13]#[N:14])=N[C:12]([CH3:16])(C)[C:13]#[N:14], predict the reaction product. The product is: [C:13]([NH2:14])(=[O:1])[CH:12]=[CH2:16].[CH2:2]=[CH:3][C:4]1[CH:9]=[CH:8][CH:7]=[CH:6][CH:5]=1. (2) Given the reactants C([O:3][C:4](=O)[CH2:5][C:6]1[S:7][CH:8]=[C:9]([C:11]2[CH:16]=[CH:15][C:14]([C:17]([F:20])([F:19])[F:18])=[CH:13][CH:12]=2)[N:10]=1)C.[H-].[H-].[H-].[H-].[Li+].[Al+3], predict the reaction product. The product is: [F:20][C:17]([F:18])([F:19])[C:14]1[CH:13]=[CH:12][C:11]([C:9]2[N:10]=[C:6]([CH2:5][CH2:4][OH:3])[S:7][CH:8]=2)=[CH:16][CH:15]=1. (3) Given the reactants Br[C:2]1[CH:3]=[C:4]2[C:8](=[CH:9][CH:10]=1)[N:7]([CH:11]1[CH2:16][CH2:15][CH2:14][CH2:13][O:12]1)[N:6]=[C:5]2[C:17]1[N:22]=[C:21]([O:23][C@H:24]2[CH2:31][N:30]([C:32]([O:34][C:35]([CH3:38])([CH3:37])[CH3:36])=[O:33])[CH2:29][CH2:28][C:25]32[CH2:27][CH2:26]3)[CH:20]=[N:19][CH:18]=1.[CH3:39][N:40]1[C:44]([Sn](CCCC)(CCCC)CCCC)=[CH:43][N:42]=[CH:41]1, predict the reaction product. The product is: [CH3:39][N:40]1[C:44]([C:2]2[CH:3]=[C:4]3[C:8](=[CH:9][CH:10]=2)[N:7]([CH:11]2[CH2:16][CH2:15][CH2:14][CH2:13][O:12]2)[N:6]=[C:5]3[C:17]2[N:22]=[C:21]([O:23][C@H:24]3[CH2:31][N:30]([C:32]([O:34][C:35]([CH3:38])([CH3:37])[CH3:36])=[O:33])[CH2:29][CH2:28][C:25]43[CH2:27][CH2:26]4)[CH:20]=[N:19][CH:18]=2)=[CH:43][N:42]=[CH:41]1. (4) Given the reactants Br[C:2]1[CH:3]=[C:4]([C:8]2([NH:11][C:12](=[O:18])[O:13][C:14]([CH3:17])([CH3:16])[CH3:15])[CH2:10][CH2:9]2)[CH:5]=[CH:6][CH:7]=1.[CH3:19][C:20]1([CH3:36])[C:24]([CH3:26])([CH3:25])[O:23][B:22]([B:22]2[O:23][C:24]([CH3:26])([CH3:25])[C:20]([CH3:36])([CH3:19])[O:21]2)[O:21]1.C([O-])(=O)C.[K+], predict the reaction product. The product is: [CH3:19][C:20]1([CH3:36])[C:24]([CH3:26])([CH3:25])[O:23][B:22]([C:2]2[CH:3]=[C:4]([C:8]3([NH:11][C:12](=[O:18])[O:13][C:14]([CH3:17])([CH3:16])[CH3:15])[CH2:10][CH2:9]3)[CH:5]=[CH:6][CH:7]=2)[O:21]1. (5) Given the reactants [Cl:1][C:2]1[CH:3]=[C:4]([O:9][CH3:10])[C:5]([NH2:8])=[N:6][CH:7]=1.[Cl:11][C:12]1[CH:13]=[C:14]([S:19](Cl)(=[O:21])=[O:20])[CH:15]=[N:16][C:17]=1[Cl:18].O, predict the reaction product. The product is: [Cl:11][C:12]1[CH:13]=[C:14]([S:19]([NH:8][C:5]2[C:4]([O:9][CH3:10])=[CH:3][C:2]([Cl:1])=[CH:7][N:6]=2)(=[O:21])=[O:20])[CH:15]=[N:16][C:17]=1[Cl:18]. (6) Given the reactants Cl[C:2]([O:4][CH2:5][CH3:6])=[O:3].[O:7]=[S:8]1(=[O:32])[C:13]2[CH:14]=[C:15]([O:18][C:19]3[CH:20]=[C:21]([C:25](=[N:27][OH:28])[NH2:26])[CH:22]=[CH:23][CH:24]=3)[CH:16]=[CH:17][C:12]=2[N:11]2[CH2:29][CH2:30][CH2:31][C:10]2=[N:9]1.N1C=CC=CC=1, predict the reaction product. The product is: [O:32]=[S:8]1(=[O:7])[C:13]2[CH:14]=[C:15]([O:18][C:19]3[CH:20]=[C:21]([C:25](=[N:27][O:28][C:2]([O:4][CH2:5][CH3:6])=[O:3])[NH2:26])[CH:22]=[CH:23][CH:24]=3)[CH:16]=[CH:17][C:12]=2[N:11]2[CH2:29][CH2:30][CH2:31][C:10]2=[N:9]1. (7) Given the reactants [F:1][C:2]1[CH:3]=[C:4]([C@@H:9]2[CH2:13][N:12]([CH2:14][CH2:15][O:16][CH3:17])[CH2:11][C@H:10]2[NH:18][C:19](=[O:38])[NH:20][C:21]2[N:25]([C:26]3[CH:31]=[CH:30][CH:29]=[CH:28][CH:27]=3)[N:24]=[C:23]([O:32][CH2:33][C:34]([OH:36])=O)[C:22]=2[CH3:37])[CH:5]=[CH:6][C:7]=1[F:8].[CH3:39][CH2:40][N:41]=C=NCCCN(C)C.C1C=CC2N(O)N=NC=2C=1.C(N)C, predict the reaction product. The product is: [F:1][C:2]1[CH:3]=[C:4]([C@@H:9]2[CH2:13][N:12]([CH2:14][CH2:15][O:16][CH3:17])[CH2:11][C@H:10]2[NH:18][C:19](=[O:38])[NH:20][C:21]2[N:25]([C:26]3[CH:31]=[CH:30][CH:29]=[CH:28][CH:27]=3)[N:24]=[C:23]([O:32][CH2:33][C:34]([NH:41][CH2:40][CH3:39])=[O:36])[C:22]=2[CH3:37])[CH:5]=[CH:6][C:7]=1[F:8].